From a dataset of Catalyst prediction with 721,799 reactions and 888 catalyst types from USPTO. Predict which catalyst facilitates the given reaction. (1) Reactant: [N+:1]([C:4]1[CH:22]=[CH:21][C:7]([C:8]([NH:10][NH:11][C:12](=O)[CH2:13][CH2:14][CH2:15][C:16]([O:18][CH3:19])=[O:17])=O)=[CH:6][CH:5]=1)([O-:3])=[O:2].COC1C=CC(P2(SP(C3C=CC(OC)=CC=3)(=S)S2)=[S:32])=CC=1.C(=O)(O)[O-].[Na+]. Product: [N+:1]([C:4]1[CH:22]=[CH:21][C:7]([C:8]2[S:32][C:12]([CH2:13][CH2:14][CH2:15][C:16]([O:18][CH3:19])=[O:17])=[N:11][N:10]=2)=[CH:6][CH:5]=1)([O-:3])=[O:2]. The catalyst class is: 38. (2) Reactant: [Br:1][C:2]1[S:6][C:5]([C:7]([O:9][CH3:10])=[O:8])=[C:4]([NH:11][C:12](=O)[C:13](F)(F)F)[CH:3]=1.Br.Br[CH2:20][C:21]1[CH:22]=[N:23][CH:24]=CC=1.C(=O)([O-])[O-].[Cs+].[Cs+].CC(N(C)C)=O. Product: [Br:1][C:2]1[S:6][C:5]([C:7]([O:9][CH3:10])=[O:8])=[C:4]([NH:11][CH2:12][C:13]2[CH:24]=[N:23][CH:22]=[CH:21][CH:20]=2)[CH:3]=1. The catalyst class is: 6. (3) Reactant: [Cr](Cl)([O-])(=O)=O.[NH+]1C=CC=CC=1.[CH3:12]/[C:13](=[CH:18]\[C:19]1[CH:24]=[CH:23][CH:22]=[CH:21][CH:20]=1)/[CH2:14][CH2:15][CH2:16][OH:17].C(OCC)C. Product: [CH3:12]/[C:13](=[CH:18]\[C:19]1[CH:24]=[CH:23][CH:22]=[CH:21][CH:20]=1)/[CH2:14][CH2:15][CH:16]=[O:17]. The catalyst class is: 4. (4) Product: [Cl:6][C:7]1[CH:8]=[CH:9][C:10]([NH:13][C:14]2[N:16]=[C:21]([C:23]3[S:27][C:26]([C:28]([NH:30][CH2:31][C:32]4[CH:33]=[CH:34][CH:35]=[CH:36][CH:37]=4)=[O:29])=[CH:25][CH:24]=3)[CH:20]=[CH:19][N:15]=2)=[CH:11][CH:12]=1. The catalyst class is: 14. Reactant: [Na].C(=O)(O)O.[Cl:6][C:7]1[CH:12]=[CH:11][C:10]([NH:13][C:14]([NH2:16])=[NH:15])=[CH:9][CH:8]=1.CN(C)/[CH:19]=[CH:20]/[C:21]([C:23]1[S:27][C:26]([C:28]([NH:30][CH2:31][C:32]2[CH:37]=[CH:36][CH:35]=[CH:34][CH:33]=2)=[O:29])=[CH:25][CH:24]=1)=O.[O-]CC.[Na+]. (5) Reactant: [CH:1](=[C:8]1[C:16]2[C:11](=[N:12][CH:13]=[C:14]([C:17]3[CH:22]=[C:21]([O:23][CH3:24])[C:20]([O:25][CH3:26])=[C:19]([O:27][CH3:28])[CH:18]=3)[CH:15]=2)[NH:10][C:9]1=[O:29])[C:2]1[CH:7]=[CH:6][CH:5]=[CH:4][CH:3]=1.C1COCC1.O.[BH4-].[Na+]. Product: [CH2:1]([CH:8]1[C:16]2[C:11](=[N:12][CH:13]=[C:14]([C:17]3[CH:18]=[C:19]([O:27][CH3:28])[C:20]([O:25][CH3:26])=[C:21]([O:23][CH3:24])[CH:22]=3)[CH:15]=2)[NH:10][C:9]1=[O:29])[C:2]1[CH:7]=[CH:6][CH:5]=[CH:4][CH:3]=1. The catalyst class is: 5. (6) Reactant: [H-].[H-].[H-].[H-].[Li+].[Al+3].C(O[C:12]([N:14]1[CH2:19][CH2:18][NH:17][C:16]([CH3:21])([CH3:20])[C:15]1=O)=O)(C)(C)C. Product: [CH3:12][N:14]1[CH2:19][CH2:18][NH:17][C:16]([CH3:21])([CH3:20])[CH2:15]1. The catalyst class is: 1. (7) The catalyst class is: 565. Product: [CH3:23][C:18]1[C:17]([CH2:2][C:3]2[O:4][C:5]3[CH:11]=[CH:10][C:9]([CH2:12][C:13]([O:15][CH3:16])=[O:14])=[CH:8][C:6]=3[CH:7]=2)=[CH:22][CH:21]=[CH:20][N:19]=1. Reactant: Cl[CH:2]([C:17]1[C:18]([CH3:23])=[N:19][CH:20]=[CH:21][CH:22]=1)[C:3]1[O:4][C:5]2[CH:11]=[CH:10][C:9]([CH2:12][C:13]([O:15][CH3:16])=[O:14])=[CH:8][C:6]=2[CH:7]=1.